From a dataset of NCI-60 drug combinations with 297,098 pairs across 59 cell lines. Regression. Given two drug SMILES strings and cell line genomic features, predict the synergy score measuring deviation from expected non-interaction effect. (1) Drug 1: C1=C(C(=O)NC(=O)N1)N(CCCl)CCCl. Drug 2: CCC1(CC2CC(C3=C(CCN(C2)C1)C4=CC=CC=C4N3)(C5=C(C=C6C(=C5)C78CCN9C7C(C=CC9)(C(C(C8N6C)(C(=O)OC)O)OC(=O)C)CC)OC)C(=O)OC)O.OS(=O)(=O)O. Cell line: HCT116. Synergy scores: CSS=60.7, Synergy_ZIP=-0.902, Synergy_Bliss=-2.14, Synergy_Loewe=-17.6, Synergy_HSA=0.891. (2) Drug 2: CCC1(C2=C(COC1=O)C(=O)N3CC4=CC5=C(C=CC(=C5CN(C)C)O)N=C4C3=C2)O.Cl. Cell line: MALME-3M. Drug 1: COC1=NC(=NC2=C1N=CN2C3C(C(C(O3)CO)O)O)N. Synergy scores: CSS=8.12, Synergy_ZIP=2.05, Synergy_Bliss=6.84, Synergy_Loewe=-13.5, Synergy_HSA=-0.706. (3) Drug 1: CC1OCC2C(O1)C(C(C(O2)OC3C4COC(=O)C4C(C5=CC6=C(C=C35)OCO6)C7=CC(=C(C(=C7)OC)O)OC)O)O. Drug 2: CN(C(=O)NC(C=O)C(C(C(CO)O)O)O)N=O. Cell line: OVCAR-4. Synergy scores: CSS=1.57, Synergy_ZIP=-1.87, Synergy_Bliss=-1.17, Synergy_Loewe=-2.53, Synergy_HSA=-1.34.